From a dataset of Full USPTO retrosynthesis dataset with 1.9M reactions from patents (1976-2016). Predict the reactants needed to synthesize the given product. (1) The reactants are: [C:1]([C:3]1[N:8]=[CH:7][C:6]([N:9]2[CH2:14][CH2:13][N:12]([C:15]([O:17][C:18]([CH3:21])([CH3:20])[CH3:19])=[O:16])[CH2:11][CH2:10]2)=[CH:5][CH:4]=1)#N.CC(C[AlH]CC(C)C)C.Cl.C1C[O:35]CC1. Given the product [CH:1]([C:3]1[N:8]=[CH:7][C:6]([N:9]2[CH2:14][CH2:13][N:12]([C:15]([O:17][C:18]([CH3:21])([CH3:20])[CH3:19])=[O:16])[CH2:11][CH2:10]2)=[CH:5][CH:4]=1)=[O:35], predict the reactants needed to synthesize it. (2) Given the product [F:35][C:33]1[CH:34]=[C:29]([CH:30]=[C:31]([F:36])[CH:32]=1)[CH2:28][C@H:27]([NH:37][C:38](=[O:44])[O:39][C:40]([CH3:43])([CH3:42])[CH3:41])[C@H:26]([OH:45])[CH2:25][NH:24][CH:2]1[C:11]2[C:6](=[CH:7][CH:8]=[C:9]([O:12][CH:13]([CH3:15])[CH3:14])[CH:10]=2)[C:5]([CH3:17])([CH3:16])[O:4][CH2:3]1, predict the reactants needed to synthesize it. The reactants are: Br[CH:2]1[C:11]2[C:6](=[CH:7][CH:8]=[C:9]([O:12][CH:13]([CH3:15])[CH3:14])[CH:10]=2)[C:5]([CH3:17])([CH3:16])[O:4][CH2:3]1.C(=O)([O-])[O-].[Cs+].[Cs+].[NH2:24][CH2:25][C@@H:26]([OH:45])[C@@H:27]([NH:37][C:38](=[O:44])[O:39][C:40]([CH3:43])([CH3:42])[CH3:41])[CH2:28][C:29]1[CH:34]=[C:33]([F:35])[CH:32]=[C:31]([F:36])[CH:30]=1. (3) Given the product [Br:1][CH2:2][CH2:3][CH2:4][CH2:5][O:7][C:8]1[CH:17]=[C:16]2[C:11]([CH2:12][CH2:13][C:14](=[O:18])[NH:15]2)=[CH:10][CH:9]=1, predict the reactants needed to synthesize it. The reactants are: [Br:1][CH2:2][CH2:3][CH2:4][CH2:5]Cl.[OH:7][C:8]1[CH:17]=[C:16]2[C:11]([CH2:12][CH2:13][C:14](=[O:18])[NH:15]2)=[CH:10][CH:9]=1.[OH-].[Na+].O. (4) Given the product [CH3:18][O:19][C:20]1[CH:21]=[C:22]([CH:23]=[CH:24][CH:25]=1)[O:26][C:2]1[CH:7]=[C:6]([C:8]2[CH:13]=[CH:12][C:11]([C:14]([F:17])([F:16])[F:15])=[CH:10][CH:9]=2)[N:5]=[CH:4][N:3]=1, predict the reactants needed to synthesize it. The reactants are: Cl[C:2]1[CH:7]=[C:6]([C:8]2[CH:13]=[CH:12][C:11]([C:14]([F:17])([F:16])[F:15])=[CH:10][CH:9]=2)[N:5]=[CH:4][N:3]=1.[CH3:18][O:19][C:20]1[CH:21]=[C:22]([OH:26])[CH:23]=[CH:24][CH:25]=1.[H-].[Na+]. (5) Given the product [OH:44][C:41]1[CH:42]=[CH:43][C:38]([C:7]2[CH:15]=[C:14]3[C:10]([C:11]([C:23]([O:25][CH2:26][CH3:27])=[O:24])=[CH:12][N:13]3[C:16]([O:18][C:19]([CH3:20])([CH3:21])[CH3:22])=[O:17])=[CH:9][CH:8]=2)=[CH:39][CH:40]=1, predict the reactants needed to synthesize it. The reactants are: FC(F)(F)S(O[C:7]1[CH:15]=[C:14]2[C:10]([C:11]([C:23]([O:25][CH2:26][CH3:27])=[O:24])=[CH:12][N:13]2[C:16]([O:18][C:19]([CH3:22])([CH3:21])[CH3:20])=[O:17])=[CH:9][CH:8]=1)(=O)=O.CC1(C)C(C)(C)OB([C:38]2[CH:43]=[CH:42][C:41]([OH:44])=[CH:40][CH:39]=2)O1.C1(P(C2C=CC=CC=2)C2C=CC=CC=2)C=CC=CC=1.P([O-])([O-])([O-])=O.[K+].[K+].[K+].O. (6) Given the product [Si:1]([O:8][CH2:9][C:10]1([CH3:38])[S:16][CH2:15][CH2:14][N:13]2[C:17]([C:20]3([C:23]4[CH:28]=[CH:27][C:26]([C:40]5[C:41]([O:46][CH3:47])=[N:42][CH:43]=[CH:44][CH:45]=5)=[CH:25][CH:24]=4)[CH2:22][CH2:21]3)=[N:18][N:19]=[C:12]2[CH2:11]1)([C:4]([CH3:5])([CH3:7])[CH3:6])([CH3:2])[CH3:3], predict the reactants needed to synthesize it. The reactants are: [Si:1]([O:8][CH2:9][C:10]1([CH3:38])[S:16][CH2:15][CH2:14][N:13]2[C:17]([C:20]3([C:23]4[CH:28]=[CH:27][C:26](B5OC(C)(C)C(C)(C)O5)=[CH:25][CH:24]=4)[CH2:22][CH2:21]3)=[N:18][N:19]=[C:12]2[CH2:11]1)([C:4]([CH3:7])([CH3:6])[CH3:5])([CH3:3])[CH3:2].Br[C:40]1[C:41]([O:46][CH3:47])=[N:42][CH:43]=[CH:44][CH:45]=1.C(=O)([O-])[O-].[K+].[K+].C(=O)([O-])O.[Na+]. (7) Given the product [ClH:37].[NH2:8][C:9]1[C:10]([C:19]([NH:21][CH:22]([C@H:27]2[CH2:32][CH2:31][C@@H:30]([C:33]([F:34])([F:35])[F:36])[CH2:29][CH2:28]2)[C:23]([O:25][CH3:26])=[O:24])=[O:20])=[CH:11][C:12]2[C:17]([CH:18]=1)=[CH:16][CH:15]=[CH:14][CH:13]=2, predict the reactants needed to synthesize it. The reactants are: CC(OC([NH:8][C:9]1[C:10]([C:19]([NH:21][CH:22]([C@H:27]2[CH2:32][CH2:31][C@@H:30]([C:33]([F:36])([F:35])[F:34])[CH2:29][CH2:28]2)[C:23]([O:25][CH3:26])=[O:24])=[O:20])=[CH:11][C:12]2[C:17]([CH:18]=1)=[CH:16][CH:15]=[CH:14][CH:13]=2)=O)(C)C.[ClH:37].